From a dataset of NCI-60 drug combinations with 297,098 pairs across 59 cell lines. Regression. Given two drug SMILES strings and cell line genomic features, predict the synergy score measuring deviation from expected non-interaction effect. Drug 1: COC1=C2C(=CC3=C1OC=C3)C=CC(=O)O2. Drug 2: C(CCl)NC(=O)N(CCCl)N=O. Cell line: MALME-3M. Synergy scores: CSS=1.77, Synergy_ZIP=1.55, Synergy_Bliss=1.76, Synergy_Loewe=1.81, Synergy_HSA=-1.61.